Regression. Given a peptide amino acid sequence and an MHC pseudo amino acid sequence, predict their binding affinity value. This is MHC class II binding data. From a dataset of Peptide-MHC class II binding affinity with 134,281 pairs from IEDB. (1) The peptide sequence is VLMEWLKTRPILSPLTKGIL. The MHC is HLA-DQA10401-DQB10402 with pseudo-sequence HLA-DQA10401-DQB10402. The binding affinity (normalized) is 0.429. (2) The MHC is HLA-DQA10303-DQB10402 with pseudo-sequence HLA-DQA10303-DQB10402. The binding affinity (normalized) is 0.344. The peptide sequence is PFSRIRDGLQYGWKT. (3) The peptide sequence is PEAKYDAYVATLTEA. The MHC is HLA-DPA10201-DPB11401 with pseudo-sequence HLA-DPA10201-DPB11401. The binding affinity (normalized) is 0.213. (4) The peptide sequence is YRVNRYTKSAHQKGE. The MHC is DRB1_0404 with pseudo-sequence DRB1_0404. The binding affinity (normalized) is 0.103. (5) The peptide sequence is VGINTRNMTMSMSMI. The MHC is HLA-DQA10501-DQB10402 with pseudo-sequence HLA-DQA10501-DQB10402. The binding affinity (normalized) is 0.577.